Dataset: Catalyst prediction with 721,799 reactions and 888 catalyst types from USPTO. Task: Predict which catalyst facilitates the given reaction. (1) Reactant: [Br:1][C:2]1[CH:3]=[C:4]([CH2:8][C:9]([OH:11])=[O:10])[CH:5]=[CH:6][CH:7]=1.CO.Cl.[CH3:15]N(C)CCCN=C=NCC. Product: [Br:1][C:2]1[CH:3]=[C:4]([CH2:8][C:9]([O:11][CH3:15])=[O:10])[CH:5]=[CH:6][CH:7]=1. The catalyst class is: 119. (2) Reactant: [CH2:1]([O:3][C:4](=[O:14])[NH:5][C:6]1[CH:11]=[CH:10][C:9]([NH2:12])=[C:8]([NH2:13])[CH:7]=1)[CH3:2].[Cl:15][C:16]1[CH:23]=[CH:22][CH:21]=[CH:20][C:17]=1[CH:18]=O.CO. Product: [CH2:1]([O:3][C:4](=[O:14])[NH:5][C:6]1[CH:11]=[CH:10][C:9]2[N:12]=[C:18]([C:17]3[CH:20]=[CH:21][CH:22]=[CH:23][C:16]=3[Cl:15])[NH:13][C:8]=2[CH:7]=1)[CH3:2]. The catalyst class is: 16. (3) Reactant: [CH3:1][C:2]1[C:7]([CH3:8])=[CH:6][C:5]([C:9]([F:12])([F:11])[F:10])=[CH:4][N:3]=1.ClC1C=C(C=CC=1)C(OO)=[O:18].C([O-])(O)=O.[Na+]. Product: [CH3:1][C:2]1[C:7]([CH3:8])=[CH:6][C:5]([C:9]([F:11])([F:12])[F:10])=[CH:4][N+:3]=1[O-:18]. The catalyst class is: 2. (4) Reactant: [Cl:1][C:2]1[CH:3]=[C:4]([C:9]2[O:10][C:11]([CH2:14][CH3:15])=[CH:12][N:13]=2)[CH:5]=[N:6][C:7]=1[Cl:8].[Li+].CC([N-]C(C)C)C.CN([CH:27]=[O:28])C.[NH4+].[Cl-]. Product: [Cl:8][C:7]1[C:2]([Cl:1])=[C:3]([C:4]([C:9]2[O:10][C:11]([CH2:14][CH3:15])=[CH:12][N:13]=2)=[CH:5][N:6]=1)[CH:27]=[O:28]. The catalyst class is: 1.